Task: Predict the product of the given reaction.. Dataset: Forward reaction prediction with 1.9M reactions from USPTO patents (1976-2016) (1) Given the reactants CN(C)CCCN=C=NCC.[ClH:12].Cl.Cl.[CH3:15][C:16]1[CH:17]=[C:18]([CH:38]=[CH:39][C:40]=1[CH3:41])[CH2:19][C@H:20]1[NH:25][CH2:24][CH2:23][N:22]([CH2:26][C:27]#[C:28][CH2:29][N:30]2[CH2:35][CH2:34][O:33][CH2:32][C:31]2([CH3:37])[CH3:36])[CH2:21]1.[F:42][C:43]([F:58])([F:57])[C:44]1[CH:45]=[C:46]([CH:50]=[C:51]([C:53]([F:56])([F:55])[F:54])[CH:52]=1)[C:47](O)=[O:48].ON1C2C=CC=CC=2N=N1, predict the reaction product. The product is: [ClH:12].[ClH:12].[F:42][C:43]([F:57])([F:58])[C:44]1[CH:45]=[C:46]([CH:50]=[C:51]([C:53]([F:56])([F:54])[F:55])[CH:52]=1)[C:47]([N:25]1[CH2:24][CH2:23][N:22]([CH2:26][C:27]#[C:28][CH2:29][N:30]2[CH2:35][CH2:34][O:33][CH2:32][C:31]2([CH3:37])[CH3:36])[CH2:21][C@H:20]1[CH2:19][C:18]1[CH:38]=[CH:39][C:40]([CH3:41])=[C:16]([CH3:15])[CH:17]=1)=[O:48]. (2) Given the reactants [CH3:1][C:2]1[N:3]=[C:4]([C@H:7]2[CH2:11][CH2:10][CH2:9][NH:8]2)[S:5][CH:6]=1.[C:12]([O:16][C:17]([N:19]1[CH2:24][CH2:23][CH2:22][CH2:21][C@@H:20]1[C:25](O)=O)=[O:18])([CH3:15])([CH3:14])[CH3:13], predict the reaction product. The product is: [CH3:1][C:2]1[N:3]=[C:4]([C@H:7]2[CH2:11][CH2:10][CH2:9][CH2:12][NH:8]2)[S:5][CH:6]=1.[CH3:11][C:7]1[N:8]=[C:25]([C@H:20]2[CH2:21][CH2:22][CH2:23][CH2:24][N:19]2[C:17]([O:16][C:12]([CH3:15])([CH3:14])[CH3:13])=[O:18])[S:5][CH:4]=1. (3) Given the reactants [Cl:1][C:2]1[CH:3]=[C:4]([C:12]2[N:16]=[C:15]([C:17]3[CH:22]=[CH:21][C:20]([NH:23][C@H:24]4[CH2:28][CH2:27][C@@H:26]([C:29]([OH:31])=[O:30])[CH2:25]4)=[C:19]([C:32]#[CH:33])[CH:18]=3)[O:14][N:13]=2)[CH:5]=[CH:6][C:7]=1[O:8][CH:9]([CH3:11])[CH3:10], predict the reaction product. The product is: [Cl:1][C:2]1[CH:3]=[C:4]([C:12]2[N:16]=[C:15]([C:17]3[CH:18]=[C:19]4[C:20](=[CH:21][CH:22]=3)[N:23]([C@H:24]3[CH2:28][CH2:27][C@@H:26]([C:29]([OH:31])=[O:30])[CH2:25]3)[CH:33]=[CH:32]4)[O:14][N:13]=2)[CH:5]=[CH:6][C:7]=1[O:8][CH:9]([CH3:11])[CH3:10]. (4) Given the reactants Br[C:2]1[CH:11]=[N:10][C:9](Cl)=[C:8]2[C:3]=1[CH:4]=[CH:5][CH:6]=[N:7]2.[N:13]1[CH:18]=[C:17](B(O)O)[CH:16]=[CH:15][CH:14]=1.[NH2:22][C:23]1[N:24]=[C:25]([CH3:28])[S:26][CH:27]=1, predict the reaction product. The product is: [CH3:28][C:25]1[S:26][CH:27]=[C:23]([NH:22][C:9]2[N:10]=[CH:11][C:2]([C:15]3[CH:14]=[N:13][CH:18]=[CH:17][CH:16]=3)=[C:3]3[C:8]=2[N:7]=[CH:6][CH:5]=[CH:4]3)[N:24]=1. (5) Given the reactants Cl.[C:2]1([C@@H:8]2[CH2:12][N:11]([CH2:13][C:14]([F:17])([F:16])[F:15])[CH2:10][C@H:9]2[NH2:18])[CH:7]=[CH:6][CH:5]=[CH:4][CH:3]=1.[C:19]1([N:25]2[C:29]([NH:30][C:31](=O)[O:32]C3C=CC=CC=3)=[C:28]3[CH2:40][CH2:41][CH2:42][C:27]3=[N:26]2)[CH:24]=[CH:23][CH:22]=[CH:21][CH:20]=1.CCN(C(C)C)C(C)C, predict the reaction product. The product is: [C:2]1([C@@H:8]2[CH2:12][N:11]([CH2:13][C:14]([F:15])([F:16])[F:17])[CH2:10][C@H:9]2[NH:18][C:31]([NH:30][C:29]2[N:25]([C:19]3[CH:20]=[CH:21][CH:22]=[CH:23][CH:24]=3)[N:26]=[C:27]3[CH2:42][CH2:41][CH2:40][C:28]=23)=[O:32])[CH:3]=[CH:4][CH:5]=[CH:6][CH:7]=1. (6) Given the reactants C(OC([N:8]1[C:12]2[CH:13]=[CH:14][N:15]=[CH:16][C:11]=2[C:10]2[CH:17]=[CH:18][C:19](Cl)=[N:20][C:9]1=2)=O)(C)(C)C.[F:22][C:23]1[CH:28]=[CH:27][C:26](B2OC(C)(C)C(C)(C)O2)=[CH:25][N:24]=1.C(=O)([O-])[O-].[K+].[K+], predict the reaction product. The product is: [F:22][C:23]1[N:24]=[CH:25][C:26]([C:19]2[CH:18]=[CH:17][C:10]3[C:11]4[CH:16]=[N:15][CH:14]=[CH:13][C:12]=4[NH:8][C:9]=3[N:20]=2)=[CH:27][CH:28]=1.